From a dataset of Reaction yield outcomes from USPTO patents with 853,638 reactions. Predict the reaction yield, written as a fraction of the theoretical maximum amount of product (1.0 means a 100% yield; for example, 0.34 means a 34% yield). (1) The reactants are Cl[C:2]1[CH:7]=[CH:6][C:5]([S:8]([NH2:11])(=[O:10])=[O:9])=[CH:4][CH:3]=1.[NH2:12][NH2:13]. The catalyst is O. The product is [NH:12]([C:2]1[CH:7]=[CH:6][C:5]([S:8]([NH2:11])(=[O:10])=[O:9])=[CH:4][CH:3]=1)[NH2:13]. The yield is 0.950. (2) The reactants are [Cl:1][C:2](=[CH2:10])[C:3]([CH3:9])([CH3:8])[C:4]([O:6]C)=[O:5].[OH-].[Na+]. The catalyst is O. The product is [Cl:1][C:2](=[CH2:10])[C:3]([CH3:9])([CH3:8])[C:4]([OH:6])=[O:5]. The yield is 0.700. (3) The reactants are [C:1]([C:5]1[CH:10]=[CH:9][C:8](N2C(C)=CC=C2C)=[C:7]([N+:18]([O-])=O)[CH:6]=1)([CH3:4])([CH3:3])[CH3:2].CCO[C:24]([CH3:26])=O. The catalyst is [Pd]. The product is [C:1]([C:5]1[CH:10]=[CH:9][C:8]([C:5]2[CH:6]=[C:7]([CH3:8])[NH:18][C:24]=2[CH3:26])=[C:7]([CH:6]=1)[NH2:18])([CH3:2])([CH3:3])[CH3:4]. The yield is 0.990. (4) The reactants are [F:1][C:2]([F:7])([F:6])[C:3]([OH:5])=[O:4].[CH2:8]([O:10][C:11]1[CH:12]=[C:13]([CH:20]([NH:24][C:25]2[CH:30]=[CH:29][C:28]([C:31](=[NH:33])[NH2:32])=[CH:27][CH:26]=2)[C:21](O)=[O:22])[CH:14]=[CH:15][C:16]=1[O:17][CH2:18][CH3:19])[CH3:9].O.ON1C2C=CC=CC=2N=N1.Cl.C(N=C=NCCCN(C)C)C.[N:57]1[CH:62]=[CH:61][CH:60]=[CH:59][C:58]=1[NH:63][NH2:64]. The catalyst is CN(C)C=O. The yield is 0.540. The product is [F:1][C:2]([F:7])([F:6])[C:3]([OH:5])=[O:4].[CH2:8]([O:10][C:11]1[CH:12]=[C:13]([CH:20]([NH:24][C:25]2[CH:26]=[CH:27][C:28]([C:31]([NH2:32])=[NH:33])=[CH:29][CH:30]=2)[C:21]([NH:64][NH:63][C:58]2[CH:59]=[CH:60][CH:61]=[CH:62][N:57]=2)=[O:22])[CH:14]=[CH:15][C:16]=1[O:17][CH2:18][CH3:19])[CH3:9]. (5) The reactants are [CH3:1][C:2]([CH3:18])([CH3:17])[C@@H:3]([NH:5][CH2:6][CH2:7][C:8]([C:10]1[CH:15]=[CH:14][C:13]([F:16])=[CH:12][CH:11]=1)=[O:9])[CH3:4].C(N(CC)CC)C.[C:26](O[C:26]([O:28][C:29]([CH3:32])([CH3:31])[CH3:30])=[O:27])([O:28][C:29]([CH3:32])([CH3:31])[CH3:30])=[O:27]. The catalyst is C(Cl)Cl. The product is [CH3:18][C:2]([CH3:17])([CH3:1])[C@@H:3]([N:5]([CH2:6][CH2:7][C:8]([C:10]1[CH:15]=[CH:14][C:13]([F:16])=[CH:12][CH:11]=1)=[O:9])[C:26](=[O:27])[O:28][C:29]([CH3:32])([CH3:31])[CH3:30])[CH3:4]. The yield is 0.540. (6) The reactants are [C:1]([O:5][C:6]([NH:8][CH:9]([C:28](=[O:32])[N:29]([CH3:31])[CH3:30])[CH2:10][C:11]1[CH:16]=[CH:15][C:14]([C:17]2[CH:22]=[CH:21][C:20]([CH2:23][CH2:24][C:25]([OH:27])=O)=[CH:19][CH:18]=2)=[CH:13][CH:12]=1)=[O:7])([CH3:4])([CH3:3])[CH3:2].ON1[C:38]2[CH:39]=[CH:40][CH:41]=[CH:42][C:37]=2N=N1.Cl.CN(C)CCCN=C=NCC.C(N(CC)CC)C.Cl.C([O:70][NH2:71])C1C=CC=CC=1. The catalyst is CN(C=O)C.CCCCCC.C(OCC)(=O)C. The product is [C:1]([O:5][C:6](=[O:7])[NH:8][CH:9]([C:28](=[O:32])[N:29]([CH3:31])[CH3:30])[CH2:10][C:11]1[CH:12]=[CH:13][C:14]([C:17]2[CH:18]=[CH:19][C:20]([CH2:23][CH2:24][C:25](=[O:27])[NH:71][O:70][C:37]3[CH:38]=[CH:39][CH:40]=[CH:41][CH:42]=3)=[CH:21][CH:22]=2)=[CH:15][CH:16]=1)([CH3:3])([CH3:4])[CH3:2]. The yield is 0.530. (7) The reactants are [NH2:1][C:2]1[C:7]([CH:8]=[O:9])=[C:6]([CH:10]2[CH2:15][CH2:14][CH2:13][N:12]([C:16]([O:18][C:19]([CH3:22])([CH3:21])[CH3:20])=[O:17])[CH2:11]2)[CH:5]=[C:4]([C:23]2[CH:28]=[CH:27][CH:26]=[CH:25][C:24]=2[OH:29])[N:3]=1.Cl.[C:31]([BH3-])#N.[Na+].C(N(CC)CC)C.C(OC(OC(C)(C)C)=O)(OC(C)(C)C)=O. The catalyst is O1CCOCC1.CCOCC.CO. The product is [NH2:1][C:2]1[C:7]([CH2:8][O:9][CH3:31])=[C:6]([CH:10]2[CH2:15][CH2:14][CH2:13][N:12]([C:16]([O:18][C:19]([CH3:22])([CH3:21])[CH3:20])=[O:17])[CH2:11]2)[CH:5]=[C:4]([C:23]2[CH:28]=[CH:27][CH:26]=[CH:25][C:24]=2[OH:29])[N:3]=1. The yield is 0.470. (8) The reactants are [H-].[Na+].[CH2:3]([O:5][C:6]([C:8]1([CH2:13][OH:14])[CH2:12][CH2:11][CH2:10][CH2:9]1)=[O:7])[CH3:4].I[CH3:16]. The catalyst is C1COCC1. The product is [CH2:3]([O:5][C:6]([C:8]1([CH2:13][O:14][CH3:16])[CH2:12][CH2:11][CH2:10][CH2:9]1)=[O:7])[CH3:4]. The yield is 0.740.